Dataset: Forward reaction prediction with 1.9M reactions from USPTO patents (1976-2016). Task: Predict the product of the given reaction. (1) The product is: [F:31][C:32]([F:43])([F:42])[C:33]1[CH:38]=[C:37]([C:2]2[CH:7]=[CH:6][CH:5]=[CH:4][C:3]=2[S:8][CH2:9][C:10]([N:12]([CH:22]([CH3:24])[CH3:23])[NH:13][C:14](=[O:21])[C:15]2[CH:20]=[CH:19][CH:18]=[CH:17][CH:16]=2)=[O:11])[CH:36]=[CH:35][CH:34]=1. Given the reactants Br[C:2]1[CH:7]=[CH:6][CH:5]=[CH:4][C:3]=1[S:8][CH2:9][C:10]([N:12]([CH:22]([CH3:24])[CH3:23])[NH:13][C:14](=[O:21])[C:15]1[CH:20]=[CH:19][CH:18]=[CH:17][CH:16]=1)=[O:11].C([O-])([O-])=O.[Na+].[Na+].[F:31][C:32]([F:43])([F:42])[C:33]1[CH:34]=[C:35](B(O)O)[CH:36]=[CH:37][CH:38]=1, predict the reaction product. (2) Given the reactants [C:1]([O:5][C:6]([N:8]1[CH2:12][CH2:11][CH2:10][C@@H:9]1[CH2:13][OH:14])=[O:7])([CH3:4])([CH3:3])[CH3:2].[S:15](Cl)([C:18]1[CH:24]=[CH:23][C:21]([CH3:22])=[CH:20][CH:19]=1)(=[O:17])=[O:16].C(N(CC)CC)C, predict the reaction product. The product is: [C:1]([O:5][C:6]([N:8]1[CH2:12][CH2:11][CH2:10][C@@H:9]1[CH2:13][O:14][S:15]([C:18]1[CH:24]=[CH:23][C:21]([CH3:22])=[CH:20][CH:19]=1)(=[O:17])=[O:16])=[O:7])([CH3:4])([CH3:3])[CH3:2]. (3) Given the reactants [N:1]#[C:2]Br.[Br:4][C:5]1[CH:11]=[CH:10][C:8]([NH2:9])=[CH:7][C:6]=1[O:12][CH3:13], predict the reaction product. The product is: [Br:4][C:5]1[CH:11]=[CH:10][C:8]([NH:9][C:2]#[N:1])=[CH:7][C:6]=1[O:12][CH3:13]. (4) Given the reactants [CH:1]12[NH:8][C@H:5]([CH2:6][CH2:7]1)[CH2:4][CH2:3][CH:2]2[NH:9][C@@H:10]1[CH2:15][CH2:14][CH2:13][CH2:12][C@H:11]1[NH:16][C:17]1[O:18][C:19]([C:22]2[CH:27]=[CH:26][C:25]([O:28][C:29]([F:32])([F:31])[F:30])=[CH:24][CH:23]=2)=[CH:20][N:21]=1.F[C:34]1[CH:39]=[CH:38][C:37]([N+:40]([O-:42])=[O:41])=[CH:36][CH:35]=1.C([O-])([O-])=O.[K+].[K+], predict the reaction product. The product is: [N+:40]([C:37]1[CH:38]=[CH:39][C:34]([N:8]2[CH2:5][CH:4]3[CH2:6][CH2:7][CH:1]2[C@@H:2]([NH:9][C@@H:10]2[CH2:15][CH2:14][CH2:13][CH2:12][C@H:11]2[NH:16][C:17]2[O:18][C:19]([C:22]4[CH:23]=[CH:24][C:25]([O:28][C:29]([F:31])([F:30])[F:32])=[CH:26][CH:27]=4)=[CH:20][N:21]=2)[CH2:3]3)=[CH:35][CH:36]=1)([O-:42])=[O:41].